From a dataset of Reaction yield outcomes from USPTO patents with 853,638 reactions. Predict the reaction yield, written as a fraction of the theoretical maximum amount of product (1.0 means a 100% yield; for example, 0.34 means a 34% yield). (1) The reactants are [F:1][C:2]1[CH:3]=[C:4]([CH:40]=[CH:41][CH:42]=1)[CH2:5][N:6]1[CH:10]=[C:9]([C:11]2[C:19]3[C:14](=[N:15][CH:16]=[C:17]([C:20]4[CH:21]=[C:22]([CH:37]=[CH:38][CH:39]=4)[CH2:23][CH:24]4[CH2:29][CH2:28][N:27](C(OC(C)(C)C)=O)[CH2:26][CH2:25]4)[CH:18]=3)[NH:13][CH:12]=2)[CH:8]=[N:7]1. The catalyst is CO.CCOCC.Cl. The product is [F:1][C:2]1[CH:3]=[C:4]([CH:40]=[CH:41][CH:42]=1)[CH2:5][N:6]1[CH:10]=[C:9]([C:11]2[C:19]3[C:14](=[N:15][CH:16]=[C:17]([C:20]4[CH:39]=[CH:38][CH:37]=[C:22]([CH2:23][CH:24]5[CH2:25][CH2:26][NH:27][CH2:28][CH2:29]5)[CH:21]=4)[CH:18]=3)[NH:13][CH:12]=2)[CH:8]=[N:7]1. The yield is 0.909. (2) The reactants are [C:1]([O:7][CH2:8][C@H:9]([C:15]1[C:20]([CH3:21])=[CH:19][C:18]([NH2:22])=[CH:17][C:16]=1[Br:23])[O:10][C:11]([CH3:14])([CH3:13])[CH3:12])(=[O:6])[C:2]([CH3:5])([CH3:4])[CH3:3].[C:24]([S-:26])#[N:25].[K+].[NH+]1C=CC=CC=1.C([O-])(O)=O.[Na+]. The catalyst is CC(O)=O. The product is [C:1]([O:7][CH2:8][C@H:9]([C:15]1[C:20]([CH3:21])=[CH:19][C:18]2[N:22]=[C:24]([NH2:25])[S:26][C:17]=2[C:16]=1[Br:23])[O:10][C:11]([CH3:12])([CH3:13])[CH3:14])(=[O:6])[C:2]([CH3:3])([CH3:4])[CH3:5]. The yield is 0.343. (3) The reactants are [F:1][C:2]([F:12])([F:11])[CH2:3][CH2:4][S:5][CH2:6][CH2:7][C:8]([OH:10])=O.[Cl:13][C:14]1(NCC)[CH:18]=[CH:17][N:16]([C:19]2[CH:20]=[N:21][CH:22]=[CH:23][CH:24]=2)[NH:15]1.[CH:28]([N:31](C(C)C)CC)(C)[CH3:29]. The catalyst is C(OCC)(=O)C. The product is [Cl:13][C:14]1[C:18]([N:31]([CH2:28][CH3:29])[C:8](=[O:10])[CH2:7][CH2:6][S:5][CH2:4][CH2:3][C:2]([F:1])([F:12])[F:11])=[CH:17][N:16]([C:19]2[CH:20]=[N:21][CH:22]=[CH:23][CH:24]=2)[N:15]=1. The yield is 0.940.